Task: Binary Classification. Given a drug SMILES string, predict its activity (active/inactive) in a high-throughput screening assay against a specified biological target.. Dataset: HIV replication inhibition screening data with 41,000+ compounds from the AIDS Antiviral Screen (1) The compound is CCC(=O)CCCC=C(c1cc(Cl)c(OC)c(C=O)c1)c1cc(Cl)c(OC)c(C=O)c1. The result is 0 (inactive). (2) The molecule is CC1(C)COC(c2cccc3c2C2C=CC3O2)=N1. The result is 0 (inactive). (3) The compound is Cc1ccc(S(=O)(=O)NN=CC2c3ccccc3-c3ccccc32)cc1. The result is 0 (inactive). (4) The drug is O=c1c2cc3c(=O)n4c(cc(-c5ccccc5)c5cc(Cl)ccc54)nc3cc2nc2cc(-c3ccccc3)c3cc(Cl)ccc3n12. The result is 0 (inactive). (5) The drug is COc1ccc(SCc2ccc(C(=O)O)cc2)cc1. The result is 0 (inactive). (6) The molecule is N#CC1=C(N)OC(c2ccc([N+](=O)[O-])cc2)C1(C#N)C#N. The result is 0 (inactive). (7) The drug is O=[N+]([O-])C=Cc1cc2ccccc2[nH]1. The result is 0 (inactive). (8) The drug is O=[N+]([O-])c1ccc(S(=O)(=O)n2c3ccc(Br)cc3c3nc4ccccc4nc32)cc1. The result is 0 (inactive). (9) The molecule is NC1=C(N2CCOCC2)C(=O)NC2=NC(=Cc3ccccc3)C(=O)N21. The result is 0 (inactive). (10) The compound is c1ccc(SCCCC(Sc2ccccc2)Sc2ccccc2)cc1. The result is 0 (inactive).